From a dataset of Full USPTO retrosynthesis dataset with 1.9M reactions from patents (1976-2016). Predict the reactants needed to synthesize the given product. (1) Given the product [CH3:42][O:43][C:44]([C:46]1[S:47][C:48]([C:52]([O:54][CH3:55])=[O:53])=[CH:49][C:50]=1[O:22][CH:20]([C:15]1[CH:16]=[CH:17][CH:18]=[CH:19][C:14]=1[Cl:13])[CH3:21])=[O:45], predict the reactants needed to synthesize it. The reactants are: N(C(OCC)=O)=NC(OCC)=O.[Cl:13][C:14]1[CH:19]=[CH:18][CH:17]=[CH:16][C:15]=1[CH:20]([OH:22])[CH3:21].C1(P(C2C=CC=CC=2)C2C=CC=CC=2)C=CC=CC=1.[CH3:42][O:43][C:44]([C:46]1[S:47][C:48]([C:52]([O:54][CH3:55])=[O:53])=[CH:49][C:50]=1O)=[O:45]. (2) Given the product [CH3:21][S:20][C:16]1[N:17]=[C:18]([N:7]2[C:6]3[CH:5]=[CH:4][CH:3]=[C:2]([NH2:1])[C:10]=3[N:9]=[N:8]2)[CH:19]=[CH:14][N:15]=1, predict the reactants needed to synthesize it. The reactants are: [NH2:1][C:2]1[C:10]2[N:9]=[N:8][NH:7][C:6]=2[CH:5]=[CH:4][CH:3]=1.[H-].[Na+].Cl[C:14]1[CH:19]=[CH:18][N:17]=[C:16]([S:20][CH3:21])[N:15]=1. (3) Given the product [Cl:39][C:24]1[CH:23]=[N+:22]([O-:40])[CH:21]=[C:20]([Cl:19])[C:25]=1[CH2:26][C@H:27]([O:17][C:16](=[O:18])[CH2:15][C:13]1[S:14][C:10]([CH2:9][O:8][Si:1]([C:4]([CH3:7])([CH3:6])[CH3:5])([CH3:3])[CH3:2])=[CH:11][CH:12]=1)[C:29]1[CH:34]=[CH:33][C:32]([O:35][CH3:36])=[C:31]([O:37][CH3:38])[CH:30]=1, predict the reactants needed to synthesize it. The reactants are: [Si:1]([O:8][CH2:9][C:10]1[S:14][C:13]([CH2:15][C:16]([OH:18])=[O:17])=[CH:12][CH:11]=1)([C:4]([CH3:7])([CH3:6])[CH3:5])([CH3:3])[CH3:2].[Cl:19][C:20]1[CH:21]=[N+:22]([O-:40])[CH:23]=[C:24]([Cl:39])[C:25]=1[CH2:26][C@@H:27]([C:29]1[CH:34]=[CH:33][C:32]([O:35][CH3:36])=[C:31]([O:37][CH3:38])[CH:30]=1)O.Cl.CN(C)CCCN=C=NCC. (4) Given the product [CH:3]1([O:8][C:9]2[CH:10]=[C:11]([N:17]3[CH2:22][CH2:21][N:20]([C:45](=[O:46])[CH2:44][C:41]4[N:40]=[C:39]([CH3:38])[NH:43][N:42]=4)[C@@H:19]([CH2:23][N:24]4[CH2:25][CH2:26][CH2:27][CH2:28]4)[CH2:18]3)[CH:12]=[CH:13][C:14]=2[O:15][CH3:16])[CH2:7][CH2:6][CH2:5][CH2:4]1, predict the reactants needed to synthesize it. The reactants are: Cl.Cl.[CH:3]1([O:8][C:9]2[CH:10]=[C:11]([N:17]3[CH2:22][CH2:21][NH:20][C@@H:19]([CH2:23][N:24]4[CH2:28][CH2:27][CH2:26][CH2:25]4)[CH2:18]3)[CH:12]=[CH:13][C:14]=2[O:15][CH3:16])[CH2:7][CH2:6][CH2:5][CH2:4]1.C(N(C(C)C)CC)(C)C.[CH3:38][C:39]1[NH:43][N:42]=[C:41]([CH2:44][C:45](O)=[O:46])[N:40]=1.CN(C(ON1N=NC2C=CC=CC1=2)=[N+](C)C)C.F[P-](F)(F)(F)(F)F. (5) The reactants are: C([S:8][C:9]1[CH:18]=[C:17]2[C:12]([C:13]([C:19]3[CH:24]=[C:23]([CH3:25])[C:22]([Br:26])=[CH:21][C:20]=3[O:27][CH3:28])=[N:14][CH:15]=[N:16]2)=[CH:11][CH:10]=1)C1C=CC=CC=1.ClN1C(C)(C)C(=[O:37])N(Cl)C1=O.[F:40][C:41]1[C:46]([F:47])=[C:45]([F:48])[C:44]([F:49])=[C:43]([F:50])[C:42]=1[OH:51].C(N(CC)CC)C.[OH2:59]. Given the product [Br:26][C:22]1[C:23]([CH3:25])=[CH:24][C:19]([C:13]2[C:12]3[C:17](=[CH:18][C:9]([S:8]([O:51][C:42]4[C:41]([F:40])=[C:46]([F:47])[C:45]([F:48])=[C:44]([F:49])[C:43]=4[F:50])(=[O:37])=[O:59])=[CH:10][CH:11]=3)[N:16]=[CH:15][N:14]=2)=[C:20]([O:27][CH3:28])[CH:21]=1, predict the reactants needed to synthesize it.